From a dataset of Full USPTO retrosynthesis dataset with 1.9M reactions from patents (1976-2016). Predict the reactants needed to synthesize the given product. (1) Given the product [OH:8][CH2:9][C:10]1[N:11]=[C:12]([C:15]2([NH:21][S@@:22]([C:24]([CH3:27])([CH3:26])[CH3:25])=[O:23])[CH2:20][CH2:19][O:18][CH2:17][CH2:16]2)[S:13][CH:14]=1, predict the reactants needed to synthesize it. The reactants are: [Si]([O:8][CH2:9][C:10]1[N:11]=[C:12]([C:15]2([NH:21][S@@:22]([C:24]([CH3:27])([CH3:26])[CH3:25])=[O:23])[CH2:20][CH2:19][O:18][CH2:17][CH2:16]2)[S:13][CH:14]=1)(C(C)(C)C)(C)C.F.F.F.C(N(CC)CC)C. (2) Given the product [F:9][C:10]1[CH:11]=[CH:12][CH:13]=[C:14]2[C:19]=1[N:18]=[CH:17][C:16]([I:1])=[CH:15]2, predict the reactants needed to synthesize it. The reactants are: [I:1]N1C(=O)CCC1=O.[F:9][C:10]1[CH:11]=[CH:12][CH:13]=[C:14]2[C:19]=1[N:18]=[CH:17][CH:16]=[CH:15]2.